From a dataset of Full USPTO retrosynthesis dataset with 1.9M reactions from patents (1976-2016). Predict the reactants needed to synthesize the given product. Given the product [C:1]([O:5][C:6]([N:8]1[CH2:12][C@@H:11]([O:13][C:14]2[CH:15]=[CH:16][CH:17]=[CH:18][CH:19]=2)[CH2:10][C@H:9]1[CH2:20][OH:21])=[O:7])([CH3:4])([CH3:3])[CH3:2], predict the reactants needed to synthesize it. The reactants are: [C:1]([O:5][C:6]([N:8]1[CH2:12][C@@H:11]([O:13][C:14]2[CH:19]=[CH:18][CH:17]=[CH:16][CH:15]=2)[CH2:10][C@H:9]1[C:20](O)=[O:21])=[O:7])([CH3:4])([CH3:3])[CH3:2].CSC.